This data is from Catalyst prediction with 721,799 reactions and 888 catalyst types from USPTO. The task is: Predict which catalyst facilitates the given reaction. (1) Reactant: [CH:1]1([CH2:4][N+:5]2([O-])[CH2:23][CH2:22][C@:12]34[C:13]5[C:14]6[O:21][C@H:11]3[C:10](=[O:24])[CH2:9][CH2:8][C@@:7]4([O:25]CC)[C@H:6]2[CH2:19][C:18]=5[CH:17]=[CH:16][C:15]=6[OH:20])[CH2:3][CH2:2]1.[CH2:29](Br)[C:30]1[CH:35]=[CH:34][CH:33]=[CH:32][CH:31]=1.C([O-])([O-])=O.[K+].[K+]. Product: [CH:1]1([CH2:4][N:5]2[CH2:23][CH2:22][C@:12]34[C:13]5[C:14]6[O:21][C@H:11]3[C:10](=[O:24])[CH2:9][CH2:8][C@@:7]4([OH:25])[C@H:6]2[CH2:19][C:18]=5[CH:17]=[CH:16][C:15]=6[O:20][CH2:29][C:30]2[CH:35]=[CH:34][CH:33]=[CH:32][CH:31]=2)[CH2:2][CH2:3]1. The catalyst class is: 517. (2) Reactant: N1C=CN=C1.C1(P(C2C=CC=CC=2)C2C=CC=CC=2)C=CC=CC=1.[I:25]I.[CH3:27][O:28][C:29]([C:31]1([CH2:46]O)[CH:35]([CH3:36])[C:34](=[O:37])[N:33]([C:38]2[C:43]([CH3:44])=[CH:42][CH:41]=[CH:40][C:39]=2[CH3:45])[CH2:32]1)=[O:30]. Product: [CH3:27][O:28][C:29]([C:31]1([CH2:46][I:25])[CH:35]([CH3:36])[C:34](=[O:37])[N:33]([C:38]2[C:43]([CH3:44])=[CH:42][CH:41]=[CH:40][C:39]=2[CH3:45])[CH2:32]1)=[O:30]. The catalyst class is: 260. (3) Reactant: [C:1]([O:5][C:6]([N:8]1[CH2:13][CH2:12][CH:11]([C:14]([OH:16])=O)[CH2:10][CH2:9]1)=[O:7])([CH3:4])([CH3:3])[CH3:2].C1N=CN(C(N2C=NC=C2)=O)C=1.Cl.[CH3:30][NH:31][O:32][CH3:33]. Product: [CH3:33][O:32][N:31]([CH3:30])[C:14]([CH:11]1[CH2:10][CH2:9][N:8]([C:6]([O:5][C:1]([CH3:2])([CH3:3])[CH3:4])=[O:7])[CH2:13][CH2:12]1)=[O:16]. The catalyst class is: 2. (4) Reactant: Cl.[CH3:2][O:3][C:4]([C@H:6]1[CH2:10][C@@H:9]([NH2:11])[C@H:8]([OH:12])[C@@H:7]1[OH:13])=[O:5].[C:14](O[C:14]([O:16][C:17]([CH3:20])([CH3:19])[CH3:18])=[O:15])([O:16][C:17]([CH3:20])([CH3:19])[CH3:18])=[O:15].C(=O)([O-])O.[Na+]. Product: [CH3:2][O:3][C:4]([C@H:6]1[CH2:10][C@@H:9]([NH:11][C:14]([O:16][C:17]([CH3:20])([CH3:19])[CH3:18])=[O:15])[C@H:8]([OH:12])[C@@H:7]1[OH:13])=[O:5]. The catalyst class is: 38.